Dataset: Peptide-MHC class I binding affinity with 185,985 pairs from IEDB/IMGT. Task: Regression. Given a peptide amino acid sequence and an MHC pseudo amino acid sequence, predict their binding affinity value. This is MHC class I binding data. (1) The peptide sequence is AAEQRRSTI. The MHC is HLA-A02:03 with pseudo-sequence HLA-A02:03. The binding affinity (normalized) is 0. (2) The peptide sequence is FMLMETMFF. The MHC is HLA-B15:03 with pseudo-sequence HLA-B15:03. The binding affinity (normalized) is 1.00. (3) The peptide sequence is ATIQRFSSLR. The MHC is HLA-A03:01 with pseudo-sequence HLA-A03:01. The binding affinity (normalized) is 0.709. (4) The peptide sequence is KALMQLTTK. The MHC is HLA-A31:01 with pseudo-sequence HLA-A31:01. The binding affinity (normalized) is 0.547. (5) The peptide sequence is GVYGGLCLA. The MHC is HLA-A02:50 with pseudo-sequence HLA-A02:50. The binding affinity (normalized) is 1.00.